From a dataset of Buchwald-Hartwig C-N cross coupling reaction yields with 55,370 reactions. Predict the reaction yield, written as a fraction of the theoretical maximum amount of product (1.0 means a 100% yield; for example, 0.34 means a 34% yield). (1) The reactants are COc1ccc(Cl)cc1.Cc1ccc(N)cc1.O=S(=O)(O[Pd]1c2ccccc2-c2ccccc2N~1)C(F)(F)F.CC(C)c1cc(C(C)C)c(-c2ccccc2P(C(C)(C)C)C(C)(C)C)c(C(C)C)c1.CN(C)C(=NC(C)(C)C)N(C)C.CCOC(=O)c1cc(C)no1. No catalyst specified. The product is COc1ccc(Nc2ccc(C)cc2)cc1. The yield is 0. (2) The reactants are COc1ccc(Br)cc1.Cc1ccc(N)cc1.O=S(=O)(O[Pd]1c2ccccc2-c2ccccc2N~1)C(F)(F)F.CC(C)c1cc(C(C)C)c(-c2ccccc2P(C(C)(C)C)C(C)(C)C)c(C(C)C)c1.CN(C)C(=NC(C)(C)C)N(C)C.CCOC(=O)c1cnoc1. No catalyst specified. The product is COc1ccc(Nc2ccc(C)cc2)cc1. The yield is 0.00748. (3) The reactants are FC(F)(F)c1ccc(Br)cc1.Cc1ccc(N)cc1.O=S(=O)(O[Pd]1c2ccccc2-c2ccccc2N~1)C(F)(F)F.COc1ccc(OC)c(P(C(C)(C)C)C(C)(C)C)c1-c1c(C(C)C)cc(C(C)C)cc1C(C)C.CCN=P(N=P(N(C)C)(N(C)C)N(C)C)(N(C)C)N(C)C.Cc1ccon1. No catalyst specified. The product is Cc1ccc(Nc2ccc(C(F)(F)F)cc2)cc1. The yield is 0.238. (4) The reactants are COc1ccc(I)cc1.Cc1ccc(N)cc1.O=S(=O)(O[Pd]1c2ccccc2-c2ccccc2N~1)C(F)(F)F.CC(C)c1cc(C(C)C)c(-c2ccccc2P(C(C)(C)C)C(C)(C)C)c(C(C)C)c1.CN1CCCN2CCCN=C12.CCOC(=O)c1cnoc1. No catalyst specified. The product is COc1ccc(Nc2ccc(C)cc2)cc1. The yield is 0.194. (5) The reactants are FC(F)(F)c1ccc(I)cc1.Cc1ccc(N)cc1.O=S(=O)(O[Pd]1c2ccccc2-c2ccccc2N~1)C(F)(F)F.COc1ccc(OC)c(P([C@]23C[C@H]4C[C@H](C[C@H](C4)C2)C3)[C@]23C[C@H]4C[C@H](C[C@H](C4)C2)C3)c1-c1c(C(C)C)cc(C(C)C)cc1C(C)C.CN1CCCN2CCCN=C12.c1ccc(-c2ccno2)cc1. No catalyst specified. The product is Cc1ccc(Nc2ccc(C(F)(F)F)cc2)cc1. The yield is 0.526. (6) The reactants are CCc1ccc(I)cc1.Cc1ccc(N)cc1.O=S(=O)(O[Pd]1c2ccccc2-c2ccccc2N~1)C(F)(F)F.CC(C)c1cc(C(C)C)c(-c2ccccc2P(C2CCCCC2)C2CCCCC2)c(C(C)C)c1.CN1CCCN2CCCN=C12.c1ccc(-c2ccno2)cc1. No catalyst specified. The product is CCc1ccc(Nc2ccc(C)cc2)cc1. The yield is 0.225.